Dataset: Catalyst prediction with 721,799 reactions and 888 catalyst types from USPTO. Task: Predict which catalyst facilitates the given reaction. (1) Reactant: [Br:1][C:2]1[C:3]2[N:4]([CH:8]=[C:9]([C:11]3[CH:16]=[CH:15][C:14]([CH2:17][C@H:18]([NH:31][C:32](=[O:38])OC(C)(C)C)[CH2:19][N:20]4[C:28](=[O:29])[C:27]5[C:22](=[CH:23][CH:24]=[CH:25][CH:26]=5)[C:21]4=[O:30])=[CH:13][CH:12]=3)[N:10]=2)[CH:5]=[CH:6][CH:7]=1.Cl.C(N(C(C)C)CC)(C)C.[Cl:49][C:50]1[CH:51]=[C:52]([CH:67]=[CH:68][C:69]=1[O:70][CH:71]([CH3:73])[CH3:72])C(OC1C(F)=C(F)C(F)=C(F)C=1F)=O. Product: [Br:1][C:2]1[C:3]2[N:4]([CH:8]=[C:9]([C:11]3[CH:12]=[CH:13][C:14]([CH2:17][C@H:18]([NH:31][C:32](=[O:38])[C:52]4[CH:67]=[CH:68][C:69]([O:70][CH:71]([CH3:72])[CH3:73])=[C:50]([Cl:49])[CH:51]=4)[CH2:19][N:20]4[C:28](=[O:29])[C:27]5[C:22](=[CH:23][CH:24]=[CH:25][CH:26]=5)[C:21]4=[O:30])=[CH:15][CH:16]=3)[N:10]=2)[CH:5]=[CH:6][CH:7]=1. The catalyst class is: 155. (2) Reactant: [Cl:1][C:2]1[C:7]([CH2:8][C:9]#[N:10])=[CH:6][CH:5]=[CH:4][N:3]=1.[H-].[Na+].[CH:13](OCC)=[O:14]. Product: [Cl:1][C:2]1[C:7]([CH:8]([CH:13]=[O:14])[C:9]#[N:10])=[CH:6][CH:5]=[CH:4][N:3]=1. The catalyst class is: 1. (3) Reactant: [F:1][C:2]([F:52])([F:51])[C:3]1[CH:4]=[C:5]([C:13]([CH3:50])([CH3:49])[C:14]([N:16]([CH3:48])[C:17]2[C:18]([C:40]3[CH:45]=[CH:44][C:43]([F:46])=[CH:42][C:41]=3[CH3:47])=[CH:19][C:20]([C@@H:23]3[N:27](C(OC(C)(C)C)=O)[C@@:26]([CH3:39])([C:35]([O:37][CH3:38])=[O:36])[CH2:25][CH2:24]3)=[N:21][CH:22]=2)=[O:15])[CH:6]=[C:7]([C:9]([F:12])([F:11])[F:10])[CH:8]=1.C(O)(C(F)(F)F)=O. Product: [F:52][C:2]([F:1])([F:51])[C:3]1[CH:4]=[C:5]([C:13]([CH3:49])([CH3:50])[C:14]([N:16]([CH3:48])[C:17]2[C:18]([C:40]3[CH:45]=[CH:44][C:43]([F:46])=[CH:42][C:41]=3[CH3:47])=[CH:19][C:20]([C@@H:23]3[NH:27][C@@:26]([CH3:39])([C:35]([O:37][CH3:38])=[O:36])[CH2:25][CH2:24]3)=[N:21][CH:22]=2)=[O:15])[CH:6]=[C:7]([C:9]([F:11])([F:12])[F:10])[CH:8]=1. The catalyst class is: 4. (4) Reactant: [F:1][C:2]1[C:3]([CH2:21][N:22]2[C:30]3[C:25](=[CH:26][C:27]([C:31]([O:33]C)=[O:32])=[CH:28][CH:29]=3)[CH:24]=[CH:23]2)=[N:4][CH:5]=[C:6]([CH:8]2[CH2:13][CH2:12][N:11]([C:14]([O:16][C:17]([CH3:20])([CH3:19])[CH3:18])=[O:15])[CH2:10][CH2:9]2)[CH:7]=1.O.O.[OH-].[Li+].Cl. Product: [F:1][C:2]1[C:3]([CH2:21][N:22]2[C:30]3[C:25](=[CH:26][C:27]([C:31]([OH:33])=[O:32])=[CH:28][CH:29]=3)[CH:24]=[CH:23]2)=[N:4][CH:5]=[C:6]([CH:8]2[CH2:13][CH2:12][N:11]([C:14]([O:16][C:17]([CH3:20])([CH3:19])[CH3:18])=[O:15])[CH2:10][CH2:9]2)[CH:7]=1. The catalyst class is: 5. (5) Product: [Cl:29][C:26]1[CH:27]=[CH:28][C:23]([NH:22][C:21]([C:18]2[CH:19]=[CH:20][C:15]([CH2:14][N:11]3[CH2:12][CH2:13][NH:8][CH2:9][CH:10]3[CH2:45][C:46]([OH:48])=[O:47])=[C:16]([F:44])[C:17]=2[F:43])=[O:42])=[C:24]([N:30]2[CH2:35][CH2:34][N:33]([CH2:36][CH2:37][C:38]([F:39])([F:41])[F:40])[CH2:32][CH2:31]2)[CH:25]=1. The catalyst class is: 157. Reactant: C(OC([N:8]1[CH2:13][CH2:12][N:11]([CH2:14][C:15]2[CH:20]=[CH:19][C:18]([C:21](=[O:42])[NH:22][C:23]3[CH:28]=[CH:27][C:26]([Cl:29])=[CH:25][C:24]=3[N:30]3[CH2:35][CH2:34][N:33]([CH2:36][CH2:37][C:38]([F:41])([F:40])[F:39])[CH2:32][CH2:31]3)=[C:17]([F:43])[C:16]=2[F:44])[CH:10]([CH2:45][C:46]([OH:48])=[O:47])[CH2:9]1)=O)(C)(C)C. (6) Reactant: [F:1][C:2]([F:6])([F:5])[CH2:3]I.C(=O)([O-])[O-].[K+].[K+].[Br:13][C:14]1[CH:19]=[CH:18][C:17]([OH:20])=[C:16]([Cl:21])[CH:15]=1.O. Product: [Br:13][C:14]1[CH:19]=[CH:18][C:17]([O:20][CH2:3][C:2]([F:6])([F:5])[F:1])=[C:16]([Cl:21])[CH:15]=1. The catalyst class is: 9. (7) Reactant: [CH3:1][O:2][C:3]1[CH:16]=[CH:15][CH:14]=[C:13]2[C:4]=1[O:5][C:6]1[CH:7]=C(C(O)=O)[CH:9]=[CH:10][C:11]=1[C:12]2=[O:17].CN(C([O:28]N1N=NC2C=CC=CC1=2)=[N+](C)C)C.F[P-](F)(F)(F)(F)F.[CH:45]([N:48]([CH:51]([CH3:53])C)[CH2:49][CH3:50])([CH3:47])C.C(NCC)C. Product: [CH2:51]([N:48]([CH2:49][CH3:50])[C:45]([C:47]1[CH:9]=[CH:10][C:11]2[C:12](=[O:17])[C:13]3[C:4]([O:5][C:6]=2[CH:7]=1)=[C:3]([O:2][CH3:1])[CH:16]=[CH:15][CH:14]=3)=[O:28])[CH3:53]. The catalyst class is: 3.